From a dataset of Peptide-MHC class II binding affinity with 134,281 pairs from IEDB. Regression. Given a peptide amino acid sequence and an MHC pseudo amino acid sequence, predict their binding affinity value. This is MHC class II binding data. (1) The peptide sequence is SKGGMRNVFDEVIPT. The MHC is DRB5_0101 with pseudo-sequence DRB5_0101. The binding affinity (normalized) is 0.222. (2) The peptide sequence is EIQNKEVILKVVAVD. The MHC is DRB1_0101 with pseudo-sequence DRB1_0101. The binding affinity (normalized) is 0.410.